This data is from Forward reaction prediction with 1.9M reactions from USPTO patents (1976-2016). The task is: Predict the product of the given reaction. (1) Given the reactants [C:1]([O:5][C:6](=[O:27])[NH:7][C@H:8]([C:16](=[O:26])[NH:17][CH:18]1[CH2:24][CH2:23][CH2:22][NH:21][CH2:20][CH:19]1[OH:25])[CH2:9][CH:10]1[CH2:15][CH2:14][CH2:13][CH2:12][CH2:11]1)([CH3:4])([CH3:3])[CH3:2].O.C(=O)(O)[O-].[Na+].[N:34]1[CH:39]=[CH:38][CH:37]=[CH:36][C:35]=1[S:40](Cl)(=[O:42])=[O:41], predict the reaction product. The product is: [C:1]([O:5][C:6](=[O:27])[NH:7][C@H:8]([C:16](=[O:26])[NH:17][CH:18]1[CH2:24][CH2:23][CH2:22][N:21]([S:40]([C:35]2[CH:36]=[CH:37][CH:38]=[CH:39][N:34]=2)(=[O:42])=[O:41])[CH2:20][CH:19]1[OH:25])[CH2:9][CH:10]1[CH2:15][CH2:14][CH2:13][CH2:12][CH2:11]1)([CH3:4])([CH3:2])[CH3:3]. (2) Given the reactants N(C[CH2:5][O:6][C:7]1[CH:12]=[CH:11][C:10]([CH2:13][C@H:14]([NH:38]C(=O)OC(C)(C)C)[C:15]([NH:17][C@H:18]2[C@@H:22]([OH:23])[C@H:21]([N:24]3[CH:32]=[N:31][C:30]4[C:25]3=[N:26][CH:27]=[N:28][C:29]=4[N:33]([CH3:35])[CH3:34])[O:20][C@@H:19]2[CH2:36][OH:37])=[O:16])=[CH:9][CH:8]=1)=[N+]=[N-], predict the reaction product. The product is: [CH3:34][N:33]([C:29]1[C:30]2[N:31]=[CH:32][N:24]([C@@H:21]3[O:20][C@H:19]([CH2:36][OH:37])[C@@H:18]([NH:17][C:15]([C@@H:14]([NH2:38])[CH2:13][C:10]4[CH:11]=[CH:12][C:7]([O:6][CH3:5])=[CH:8][CH:9]=4)=[O:16])[C@H:22]3[OH:23])[C:25]=2[N:26]=[CH:27][N:28]=1)[CH3:35]. (3) Given the reactants [CH2:1]([O:3][C:4](=[O:8])[CH:5]([SH:7])[CH3:6])C.Br[CH2:10][C:11]1[CH:12]=[C:13]([CH:33]=[CH:34][CH:35]=1)[C:14]1[CH:15]=[CH:16][CH:17]=[C:18]([C:20]2[C:25]3[O:26][C:27]4[CH:32]=[CH:31][CH:30]=[CH:29][C:28]=4[C:24]=3[CH:23]=[CH:22][CH:21]=2)[CH:19]=1.C(=O)([O-])[O-].[Cs+].[Cs+], predict the reaction product. The product is: [CH3:1][O:3][C:4](=[O:8])[CH:5]([S:7][CH2:10][C:11]1[CH:12]=[C:13]([C:14]2[CH:15]=[CH:16][CH:17]=[C:18]([C:20]3[C:25]4[O:26][C:27]5[CH:32]=[CH:31][CH:30]=[CH:29][C:28]=5[C:24]=4[CH:23]=[CH:22][CH:21]=3)[CH:19]=2)[CH:33]=[CH:34][CH:35]=1)[CH3:6]. (4) Given the reactants P(Cl)(Cl)(Cl)=O.C[C:7]1([CH3:23])C(C)(C)OB(C2C=C3C(=CC=2)NC=C3)[O:8]1.CC1(C)C(C)(C)OB([C:32]2[CH:33]=[C:34]3[C:38](=[CH:39][CH:40]=2)[NH:37][CH:36]=[C:35]3[CH:41]=[O:42])[O:26]1.Br[C:45]1[CH:46]=[C:47]([NH:54][C:55]2[CH:60]=[CH:59][N:58]=[C:57]([NH2:61])[N:56]=2)[CH:48]=[C:49]2[C:53]=1[NH:52][N:51]=[CH:50]2.C([O-])([O-])=[O:63].[Na+].[Na+], predict the reaction product. The product is: [C:7]([OH:26])(=[O:8])[CH3:23].[C:41]([OH:42])(=[O:63])[CH3:35].[NH2:61][C:57]1[N:56]=[C:55]([NH:54][C:47]2[CH:48]=[C:49]3[C:53](=[C:45]([C:32]4[CH:33]=[C:34]5[C:38](=[CH:39][CH:40]=4)[NH:37][CH:36]=[C:35]5[CH:41]=[O:42])[CH:46]=2)[NH:52][N:51]=[CH:50]3)[CH:60]=[CH:59][N:58]=1.